Dataset: Full USPTO retrosynthesis dataset with 1.9M reactions from patents (1976-2016). Task: Predict the reactants needed to synthesize the given product. (1) Given the product [CH3:14][N:13]1[C:9]([CH2:8][OH:7])=[C:10]([CH2:15][O:16][C:17]2[C:26]3[C:21](=[CH:22][CH:23]=[CH:24][CH:25]=3)[C:20]3=[N:27][N:28]=[C:29]([C:30]4[CH:34]=[C:33]([CH3:35])[O:32][N:31]=4)[N:19]3[N:18]=2)[N:11]=[N:12]1, predict the reactants needed to synthesize it. The reactants are: [F-].CC([Si](C1C=CC=CC=1)(C1C=CC=CC=1)[O:7][CH2:8][C:9]1[N:13]([CH3:14])[N:12]=[N:11][C:10]=1[CH2:15][O:16][C:17]1[C:26]2[C:21](=[CH:22][CH:23]=[CH:24][CH:25]=2)[C:20]2=[N:27][N:28]=[C:29]([C:30]3[CH:34]=[C:33]([CH3:35])[O:32][N:31]=3)[N:19]2[N:18]=1)(C)C.O. (2) Given the product [F:17][C:18]1[CH:23]=[C:22]([C:24]([F:25])([F:26])[F:27])[CH:21]=[CH:20][C:19]=1[C:2]1[CH:7]=[CH:6][CH:5]=[C:4]([S:8]([N:11]2[CH:15]=[CH:14][N:13]=[C:12]2[CH3:16])(=[O:10])=[O:9])[CH:3]=1, predict the reactants needed to synthesize it. The reactants are: Br[C:2]1[CH:3]=[C:4]([S:8]([N:11]2[CH:15]=[CH:14][N:13]=[C:12]2[CH3:16])(=[O:10])=[O:9])[CH:5]=[CH:6][CH:7]=1.[F:17][C:18]1[CH:23]=[C:22]([C:24]([F:27])([F:26])[F:25])[CH:21]=[CH:20][C:19]=1B(O)O.O1CCCC1.C(=O)([O-])[O-].[K+].[K+]. (3) Given the product [NH2:73][N:95]1[N:94]=[C:93]([C:20]2[CH:21]=[CH:22][C:17]([O:23][CH3:24])=[CH:18][CH:19]=2)[C:92]2[C:97](=[CH:98][C:89]([Br:88])=[CH:90][CH:91]=2)[C:96]1=[O:99], predict the reactants needed to synthesize it. The reactants are: [Al+3].[Cl-].[Cl-].[Cl-].BrC1C=C2C(=CC=1)C(=O)OC2=O.[C:17]1([O:23][CH3:24])[CH:22]=[CH:21][CH:20]=[CH:19][CH:18]=1.BrC1C=CC(C(O)=O)=C(C(=O)C2C=CC(OC)=CC=2)C=1.BrC1C=CC(C(=O)C2C=CC(OC)=CC=2)=C(C=1)C(O)=O.O.NN.BrC1C=C2C(=CC=1)C(=O)N[N:73]=C2C1C=CC(OC)=CC=1.[Br:88][C:89]1[CH:98]=[C:97]2[C:92]([C:93](C3C=CC(OC)=CC=3)=[N:94][NH:95][C:96]2=[O:99])=[CH:91][CH:90]=1.C1(P(NO)(C2C=CC=CC=2)=O)C=CC=CC=1. (4) Given the product [Cl:5][C:6]1[C:7]([CH3:24])=[N:8][S:9][C:10]=1[NH:11][C:12](=[O:23])[CH:13]([C:15]1[CH:20]=[CH:19][C:18]([OH:21])=[CH:17][CH:16]=1)[CH3:14], predict the reactants needed to synthesize it. The reactants are: B(Br)(Br)Br.[Cl:5][C:6]1[C:7]([CH3:24])=[N:8][S:9][C:10]=1[NH:11][C:12](=[O:23])[CH:13]([C:15]1[CH:20]=[CH:19][C:18]([O:21]C)=[CH:17][CH:16]=1)[CH3:14]. (5) Given the product [C:12]([O:16][C:17]([C:19]1[C:20]([C:25]2[CH:30]=[CH:29][C:28]([CH2:31][N:4]3[C:3]([CH:10]=[O:11])=[C:2]([Br:1])[N:6]=[C:5]3[O:7][CH2:8][CH3:9])=[C:27]([F:33])[CH:26]=2)=[CH:21][CH:22]=[CH:23][CH:24]=1)=[O:18])([CH3:15])([CH3:14])[CH3:13], predict the reactants needed to synthesize it. The reactants are: [Br:1][C:2]1[N:6]=[C:5]([O:7][CH2:8][CH3:9])[NH:4][C:3]=1[CH:10]=[O:11].[C:12]([O:16][C:17]([C:19]1[C:20]([C:25]2[CH:30]=[CH:29][C:28]([CH2:31]Br)=[C:27]([F:33])[CH:26]=2)=[CH:21][CH:22]=[CH:23][CH:24]=1)=[O:18])([CH3:15])([CH3:14])[CH3:13].C(=O)([O-])[O-].[K+].[K+]. (6) Given the product [Cl:8][C:6]1[CH:5]=[CH:4][N:3]=[C:2]([NH:75][C:11]2[CH:12]=[C:13]([CH:18]=[CH:19][CH:10]=2)[C:14]([NH:16][CH3:17])=[O:15])[CH:7]=1, predict the reactants needed to synthesize it. The reactants are: Cl[C:2]1[CH:7]=[C:6]([Cl:8])[CH:5]=[CH:4][N:3]=1.N[C:10]1[CH:19]=[CH:18][C:13]([C:14]([NH:16][CH3:17])=[O:15])=[CH:12][CH:11]=1.C(=O)([O-])[O-].[Cs+].[Cs+].C1C=CC(P(C2C(C3C(P(C4C=CC=CC=4)C4C=CC=CC=4)=CC=C4C=3C=CC=C4)=C3C(C=CC=C3)=CC=2)C2C=CC=CC=2)=CC=1.CC([N:75](C)C)=O. (7) Given the product [C:1]([O:5][C:6](=[O:37])[NH:7][C:8]1([C:12]2[CH:13]=[CH:14][C:15]([C:18]3[C:27](=[O:28])[C:26]4[C:21]([O:20][C:19]=3[C:31]3[CH:32]=[CH:33][CH:34]=[CH:35][CH:36]=3)=[C:22]3[NH:30][N:38]=[N:29][C:23]3=[CH:24][CH:25]=4)=[CH:16][CH:17]=2)[CH2:11][CH2:10][CH2:9]1)([CH3:4])([CH3:2])[CH3:3], predict the reactants needed to synthesize it. The reactants are: [C:1]([O:5][C:6](=[O:37])[NH:7][C:8]1([C:12]2[CH:17]=[CH:16][C:15]([C:18]3[C:27](=[O:28])[C:26]4[C:21](=[C:22]([NH2:30])[C:23]([NH2:29])=[CH:24][CH:25]=4)[O:20][C:19]=3[C:31]3[CH:36]=[CH:35][CH:34]=[CH:33][CH:32]=3)=[CH:14][CH:13]=2)[CH2:11][CH2:10][CH2:9]1)([CH3:4])([CH3:3])[CH3:2].[N:38]([O-])=O.[Na+]. (8) Given the product [OH:27][C:28]1[C:29]([OH:51])=[C:30]2[C:39](=[CH:40][CH:41]=1)[C:38](=[O:42])[C:37]1[C:36]([OH:43])=[C:35]([OH:45])[C:34]([OH:47])=[C:33]([OH:49])[C:32]=1[O:31]2, predict the reactants needed to synthesize it. The reactants are: COC1C=CC=C2C=1OC1C(OC)=C(OC)C(OC)=C(OC)C=1C2=O.C[O:27][C:28]1[C:29]([O:51]C)=[C:30]2[C:39](=[CH:40][CH:41]=1)[C:38](=[O:42])[C:37]1[C:36]([O:43]C)=[C:35]([O:45]C)[C:34]([O:47]C)=[C:33]([O:49]C)[C:32]=1[O:31]2. (9) Given the product [C:1]([O:4][CH2:5][C:6]1[C:7]([B:29]2[O:30][C:31]([CH3:33])([CH3:32])[C:27]([CH3:43])([CH3:26])[O:28]2)=[CH:8][CH:9]=[CH:10][C:11]=1[N:12]1[C:16](=[O:17])[C:15]2[S:18][C:19]([C:21]([CH3:24])([CH3:23])[CH3:22])=[CH:20][C:14]=2[CH2:13]1)(=[O:3])[CH3:2], predict the reactants needed to synthesize it. The reactants are: [C:1]([O:4][CH2:5][C:6]1[C:11]([N:12]2[C:16](=[O:17])[C:15]3[S:18][C:19]([C:21]([CH3:24])([CH3:23])[CH3:22])=[CH:20][C:14]=3[CH2:13]2)=[CH:10][CH:9]=[CH:8][C:7]=1Br)(=[O:3])[CH3:2].[CH3:26][C:27]1([CH3:43])[C:31]([CH3:33])([CH3:32])[O:30][B:29]([B:29]2[O:30][C:31]([CH3:33])([CH3:32])[C:27]([CH3:43])([CH3:26])[O:28]2)[O:28]1.C([O-])(=O)C.[K+].C(Cl)Cl.